Predict the product of the given reaction. From a dataset of Forward reaction prediction with 1.9M reactions from USPTO patents (1976-2016). (1) Given the reactants Cl[C:2]1[CH:11]=[C:10]([N+:12]([O-])=O)[CH:9]=[CH:8][C:3]=1[C:4]([O:6]C)=O.[NH2:15][C:16]1[NH:20][N:19]=[C:18]([C:21]2[CH:26]=[CH:25][C:24]([O:27][C:28]3[CH:33]=[CH:32][CH:31]=[CH:30][CH:29]=3)=[CH:23][CH:22]=2)[C:17]=1[C:34]([NH2:36])=[O:35], predict the reaction product. The product is: [NH2:12][C:10]1[CH:11]=[C:2]2[C:3]([C:4](=[O:6])[NH:15][C:16]3[N:20]2[N:19]=[C:18]([C:21]2[CH:22]=[CH:23][C:24]([O:27][C:28]4[CH:29]=[CH:30][CH:31]=[CH:32][CH:33]=4)=[CH:25][CH:26]=2)[C:17]=3[C:34]([NH2:36])=[O:35])=[CH:8][CH:9]=1. (2) Given the reactants [Br:1][C:2]1[CH:8]=[CH:7][C:5]([NH2:6])=[CH:4][C:3]=1[CH3:9].[Br:10][CH2:11][C:12](Cl)=[O:13], predict the reaction product. The product is: [Br:10][CH2:11][C:12]([NH:6][C:5]1[CH:7]=[CH:8][C:2]([Br:1])=[C:3]([CH3:9])[CH:4]=1)=[O:13]. (3) Given the reactants [Si]([O:8][CH2:9][CH2:10][C@H:11]1[C:16]2[CH:17]=[CH:18][C:19]([C:21]([NH2:23])=[O:22])=[CH:20][C:15]=2[CH2:14][CH2:13][O:12]1)(C(C)(C)C)(C)C, predict the reaction product. The product is: [OH:8][CH2:9][CH2:10][C@H:11]1[C:16]2[CH:17]=[CH:18][C:19]([C:21]([NH2:23])=[O:22])=[CH:20][C:15]=2[CH2:14][CH2:13][O:12]1. (4) Given the reactants C(O)(C(F)(F)F)=O.[CH3:8][C:9]1[CH:14]=[C:13]([CH3:15])[CH:12]=[CH:11][C:10]=1[CH:16](O)[C:17]1[CH:18]=[C:19]([NH:23][S:24]([CH3:27])(=[O:26])=[O:25])[CH:20]=[CH:21][CH:22]=1.[N-:29]=[N+:30]=[N-:31].[Na+].C([O-])(O)=O.[Na+], predict the reaction product. The product is: [N:29]([CH:16]([C:10]1[CH:11]=[CH:12][C:13]([CH3:15])=[CH:14][C:9]=1[CH3:8])[C:17]1[CH:18]=[C:19]([NH:23][S:24]([CH3:27])(=[O:26])=[O:25])[CH:20]=[CH:21][CH:22]=1)=[N+:30]=[N-:31]. (5) Given the reactants [CH2:1]([O:8][C@@H:9]1[C@@H:14]([O:15][CH2:16][C:17]2[CH:22]=[CH:21][CH:20]=[CH:19][CH:18]=2)[C@H:13]([O:23][CH2:24][C:25]2[CH:30]=[CH:29][CH:28]=[CH:27][CH:26]=2)[C@@H:12]([CH2:31][O:32][CH2:33][C:34]2[CH:39]=[CH:38][CH:37]=[CH:36][CH:35]=2)[O:11][C@H:10]1[C:40]1[CH:45]=[CH:44][C:43]([Cl:46])=[C:42]([CH2:47][C:48]2[S:49][C:50](Br)=[CH:51][CH:52]=2)[CH:41]=1)[C:2]1[CH:7]=[CH:6][CH:5]=[CH:4][CH:3]=1.[C:54]([C:56]1[CH:57]=[C:58](B(O)O)[CH:59]=[CH:60][CH:61]=1)#[N:55].C(=O)([O-])[O-].[Na+].[Na+], predict the reaction product. The product is: [CH2:1]([O:8][C@@H:9]1[C@@H:14]([O:15][CH2:16][C:17]2[CH:22]=[CH:21][CH:20]=[CH:19][CH:18]=2)[C@H:13]([O:23][CH2:24][C:25]2[CH:30]=[CH:29][CH:28]=[CH:27][CH:26]=2)[C@@H:12]([CH2:31][O:32][CH2:33][C:34]2[CH:39]=[CH:38][CH:37]=[CH:36][CH:35]=2)[O:11][C@H:10]1[C:40]1[CH:45]=[CH:44][C:43]([Cl:46])=[C:42]([CH2:47][C:48]2[S:49][C:50]([C:60]3[CH:59]=[CH:58][CH:57]=[C:56]([C:54]#[N:55])[CH:61]=3)=[CH:51][CH:52]=2)[CH:41]=1)[C:2]1[CH:7]=[CH:6][CH:5]=[CH:4][CH:3]=1. (6) Given the reactants [C:1]([OH:20])(=[O:19])[CH2:2][CH2:3][CH2:4][CH2:5][CH2:6][CH2:7][CH2:8][CH2:9][CH2:10][CH2:11][CH2:12][CH2:13][CH2:14][CH2:15][CH:16]([CH3:18])[CH3:17].[C:21]([OH:34])(=[O:33])[CH2:22][CH2:23][CH2:24][CH2:25][CH2:26][CH2:27][CH2:28][CH2:29][C:30]([OH:32])=[O:31].[OH:35][CH2:36][CH:37]([CH2:39]O)[OH:38], predict the reaction product. The product is: [C:21]([O:34][CH2:39][CH:37]([CH2:36][OH:35])[OH:38])(=[O:33])[CH2:22][CH2:23][CH2:24][CH2:25][CH2:26][CH2:27][CH2:28][CH2:29][C:30]([O-:32])=[O:31].[C:1]([O-:20])(=[O:19])[CH2:2][CH2:3][CH2:4][CH2:5][CH2:6][CH2:7][CH2:8][CH2:9][CH2:10][CH2:11][CH2:12][CH2:13][CH2:14][CH2:15][CH:16]([CH3:17])[CH3:18]. (7) Given the reactants [CH:1]([C:4]1[CH:9]=[CH:8][C:7]([C:10]2[N:14]([CH2:15][CH2:16][O:17][CH3:18])[C:13]3[C:19]([O:32][CH3:33])=[CH:20][C:21]([CH2:23][C:24]4[CH:29]=[CH:28][CH:27]=[CH:26][C:25]=4[S:30][CH3:31])=[CH:22][C:12]=3[N:11]=2)=[CH:6][CH:5]=1)([CH3:3])[CH3:2].OO.CC[O:38]C(C)=O, predict the reaction product. The product is: [CH:1]([C:4]1[CH:5]=[CH:6][C:7]([C:10]2[N:14]([CH2:15][CH2:16][O:17][CH3:18])[C:13]3[C:19]([O:32][CH3:33])=[CH:20][C:21]([CH2:23][C:24]4[CH:29]=[CH:28][CH:27]=[CH:26][C:25]=4[S:30]([CH3:31])=[O:38])=[CH:22][C:12]=3[N:11]=2)=[CH:8][CH:9]=1)([CH3:3])[CH3:2]. (8) Given the reactants Cl.[CH2:2]([O:4][C:5](=[O:12])[C:6]1([CH2:11][CH2:10][CH2:9][CH2:8]1)[NH2:7])[CH3:3].CCN(CC)CC.[Cl:20][C:21]1[C:30]2[C:25](=[CH:26][CH:27]=[C:28]([S:31](Cl)(=[O:33])=[O:32])[CH:29]=2)[C:24]([Cl:35])=[CH:23][N:22]=1, predict the reaction product. The product is: [CH2:2]([O:4][C:5](=[O:12])[C:6]1([CH2:11][CH2:10][CH2:9][CH2:8]1)[NH:7][S:31]([C:28]1[CH:29]=[C:30]2[C:25]([C:24]([Cl:35])=[CH:23][N:22]=[C:21]2[Cl:20])=[CH:26][CH:27]=1)(=[O:33])=[O:32])[CH3:3]. (9) Given the reactants C[O:2][C:3]1[CH:19]=[CH:18][C:6]2[S:7][C:8]([C:10]3[CH2:16][CH:15]4[NH:17][CH:12]([CH2:13][CH2:14]4)[CH:11]=3)=[CH:9][C:5]=2[CH:4]=1.O.N.[Cl:22]CCl, predict the reaction product. The product is: [ClH:22].[CH:12]12[NH:17][CH:15]([CH2:14][CH2:13]1)[CH2:16][C:10]([C:8]1[S:7][C:6]3[CH:18]=[CH:19][C:3]([OH:2])=[CH:4][C:5]=3[CH:9]=1)=[CH:11]2. (10) The product is: [C:1]1([C:24]2[CH:25]=[CH:26][CH:27]=[CH:28][CH:29]=2)[CH:6]=[CH:5][CH:4]=[CH:3][C:2]=1[CH2:7][N:8]1[C:13](=[O:14])[C:12]([C:15]([NH:63][CH2:32][C:41]([OH:43])=[O:42])=[O:16])=[C:11]([OH:20])[C:10]([CH:21]([CH3:23])[CH3:22])=[N:9]1.[C:1]1([C:24]2[CH:25]=[CH:26][CH:27]=[CH:28][CH:29]=2)[CH:6]=[CH:5][CH:4]=[CH:3][C:2]=1[CH2:7][N:8]1[C:13](=[O:14])[C:12]([C:15]([O:17][CH2:18][CH3:19])=[O:16])=[C:11]([OH:20])[C:10]([CH:21]([CH3:22])[CH3:23])=[N:9]1. Given the reactants [C:1]1([C:24]2[CH:29]=[CH:28][CH:27]=[CH:26][CH:25]=2)[CH:6]=[CH:5][CH:4]=[CH:3][C:2]=1[CH2:7][N:8]1[C:13](=[O:14])[C:12]([C:15]([O:17][CH2:18][CH3:19])=[O:16])=[C:11]([OH:20])[C:10]([CH:21]([CH3:23])[CH3:22])=[N:9]1.OC1C(C(C)C)=NNC(=O)[C:32]=1[C:41]([O:43]CC)=[O:42].[H-].[Na+].C1(C2C=CC=CC=2CBr)C=CC=CC=1.C[N:63](C)C=O, predict the reaction product.